Regression. Given a peptide amino acid sequence and an MHC pseudo amino acid sequence, predict their binding affinity value. This is MHC class I binding data. From a dataset of Peptide-MHC class I binding affinity with 185,985 pairs from IEDB/IMGT. (1) The peptide sequence is LLTALGMSL. The MHC is HLA-A02:01 with pseudo-sequence HLA-A02:01. The binding affinity (normalized) is 0.729. (2) The binding affinity (normalized) is 0.732. The peptide sequence is YVIPDELIDV. The MHC is HLA-A02:02 with pseudo-sequence HLA-A02:02.